From a dataset of Full USPTO retrosynthesis dataset with 1.9M reactions from patents (1976-2016). Predict the reactants needed to synthesize the given product. (1) Given the product [CH3:1][O:2][C:3](=[O:18])[CH2:4][O:5][C:6]1[CH:11]=[C:10]([CH3:12])[C:9]([S:13]([NH:25][C:24]2[CH:26]=[CH:27][C:21]([O:20][CH3:19])=[CH:22][C:23]=2[N+:28]([O-:30])=[O:29])(=[O:15])=[O:14])=[C:8]([CH3:17])[CH:7]=1, predict the reactants needed to synthesize it. The reactants are: [CH3:1][O:2][C:3](=[O:18])[CH2:4][O:5][C:6]1[CH:11]=[C:10]([CH3:12])[C:9]([S:13](Cl)(=[O:15])=[O:14])=[C:8]([CH3:17])[CH:7]=1.[CH3:19][O:20][C:21]1[CH:27]=[CH:26][C:24]([NH2:25])=[C:23]([N+:28]([O-:30])=[O:29])[CH:22]=1.N1C=CC=CC=1. (2) Given the product [CH3:1][O:2][C:3]1[CH:8]=[CH:7][C:6]([C:9]2[CH:14]=[CH:13][C:12]([C:15]([NH2:55])=[O:17])=[CH:11][C:10]=2[CH3:18])=[CH:5][C:4]=1[C:19]1[CH:24]=[CH:23][C:22]([C:25]([F:28])([F:26])[F:27])=[CH:21][C:20]=1[CH2:29][N:30]1[C@@H:34]([CH3:35])[C@@H:33]([C:36]2[CH:41]=[CH:40][N:39]=[C:38]([CH3:42])[CH:37]=2)[O:32][C:31]1=[O:43], predict the reactants needed to synthesize it. The reactants are: [CH3:1][O:2][C:3]1[CH:8]=[CH:7][C:6]([C:9]2[CH:14]=[CH:13][C:12]([C:15]([OH:17])=O)=[CH:11][C:10]=2[CH3:18])=[CH:5][C:4]=1[C:19]1[CH:24]=[CH:23][C:22]([C:25]([F:28])([F:27])[F:26])=[CH:21][C:20]=1[CH2:29][N:30]1[C@@H:34]([CH3:35])[C@@H:33]([C:36]2[CH:41]=[CH:40][N:39]=[C:38]([CH3:42])[CH:37]=2)[O:32][C:31]1=[O:43].C(Cl)(=O)C(Cl)=O.[OH-].[NH4+].C([N:55](C(C)C)CC)(C)C. (3) Given the product [Cl:27][C:22]1[CH:23]=[CH:24][CH:25]=[CH:26][C:21]=1[CH:8]([C:5]1[CH:6]=[CH:7][C:2]([C:34]2[CH:35]=[CH:36][C:31]([C:28]([OH:30])=[O:29])=[CH:32][CH:33]=2)=[CH:3][CH:4]=1)[CH2:9]/[C:10](=[N:11]\[OH:12])/[C:13]1[CH:14]=[CH:15][C:16](=[O:20])[N:17]([CH3:19])[CH:18]=1, predict the reactants needed to synthesize it. The reactants are: Br[C:2]1[CH:7]=[CH:6][C:5]([CH:8]([C:21]2[CH:26]=[CH:25][CH:24]=[CH:23][C:22]=2[Cl:27])[CH2:9]/[C:10](/[C:13]2[CH:14]=[CH:15][C:16](=[O:20])[N:17]([CH3:19])[CH:18]=2)=[N:11]\[OH:12])=[CH:4][CH:3]=1.[C:28]([C:31]1[CH:36]=[CH:35][C:34](B(O)O)=[CH:33][CH:32]=1)([OH:30])=[O:29].O.C(=O)([O-])[O-].[Na+].[Na+]. (4) Given the product [Cl:1][C:2]1[N:3]=[CH:4][C:5]2[N:11]([CH3:20])[C:10](=[O:12])[C:9]([F:14])([F:13])[CH2:8][N:7]([CH:15]3[CH2:18][CH2:17][CH2:16]3)[C:6]=2[N:19]=1, predict the reactants needed to synthesize it. The reactants are: [Cl:1][C:2]1[N:3]=[CH:4][C:5]2[NH:11][C:10](=[O:12])[C:9]([F:14])([F:13])[CH2:8][N:7]([CH:15]3[CH2:18][CH2:17][CH2:16]3)[C:6]=2[N:19]=1.[CH3:20]N(C)C=O.C(=O)([O-])[O-].[Cs+].[Cs+].IC. (5) Given the product [O:45]=[C:26]1[C@@H:27]([NH:30][S:31]([C:34]2[S:38][C:37]([C:39]3[S:40][C:41]([Cl:44])=[CH:42][CH:43]=3)=[CH:36][CH:35]=2)(=[O:33])=[O:32])[CH2:28][CH2:29][N:25]1[CH2:24][C:16]1[NH:15][C:23]2[CH:22]=[CH:21][N:20]=[CH:19][C:18]=2[CH:17]=1, predict the reactants needed to synthesize it. The reactants are: FC(F)(F)C(O)=O.C(OC([N:15]1[C:23]2[CH:22]=[CH:21][N:20]=[CH:19][C:18]=2[CH:17]=[C:16]1[CH2:24][N:25]1[CH2:29][CH2:28][C@H:27]([NH:30][S:31]([C:34]2[S:38][C:37]([C:39]3[S:40][C:41]([Cl:44])=[CH:42][CH:43]=3)=[CH:36][CH:35]=2)(=[O:33])=[O:32])[C:26]1=[O:45])=O)(C)(C)C. (6) Given the product [O:8]1[CH:3]([CH2:2][OH:1])[CH2:4][O:5][C:6]2=[CH:11][S:10][CH:9]=[C:7]12, predict the reactants needed to synthesize it. The reactants are: [OH:1][CH2:2][CH:3]1[O:8][C:7]2=[C:9](C(O)=O)[S:10][C:11](C(O)=O)=[C:6]2[O:5][CH2:4]1.C(OCC)(=O)C. (7) The reactants are: C(N(CC)CC)C.[NH2:8][C:9]1[N:17]=[C:16]([CH3:18])[CH:15]=[CH:14][C:10]=1[C:11]([OH:13])=O.[F:19][C:20]([F:37])([F:36])[C:21]1[CH:26]=[CH:25][CH:24]=[CH:23][C:22]=1[O:27][C:28]1[CH:29]=[C:30]([CH:33]=[CH:34][CH:35]=1)[CH2:31][NH2:32].CN([P+](ON1N=NC2C=CC=CC1=2)(N(C)C)N(C)C)C.F[P-](F)(F)(F)(F)F. Given the product [F:19][C:20]([F:36])([F:37])[C:21]1[CH:26]=[CH:25][CH:24]=[CH:23][C:22]=1[O:27][C:28]1[CH:29]=[C:30]([CH2:31][NH:32][C:11](=[O:13])[C:10]2[CH:14]=[CH:15][C:16]([CH3:18])=[N:17][C:9]=2[NH2:8])[CH:33]=[CH:34][CH:35]=1, predict the reactants needed to synthesize it. (8) Given the product [CH3:1][O:2][C:3]1[C:12]([N:13]([CH:35]([CH3:36])[CH3:34])[C:14]([N:16]2[CH2:21][CH2:20][N:19]([C:22]3[CH:27]=[C:26]([O:28][CH3:29])[CH:25]=[C:24]([O:30][CH3:31])[CH:23]=3)[CH2:18][CH2:17]2)=[O:15])=[N:11][C:10]2[C:5](=[CH:6][CH:7]=[CH:8][CH:9]=2)[N:4]=1, predict the reactants needed to synthesize it. The reactants are: [CH3:1][O:2][C:3]1[C:12]([NH:13][C:14]([N:16]2[CH2:21][CH2:20][N:19]([C:22]3[CH:27]=[C:26]([O:28][CH3:29])[CH:25]=[C:24]([O:30][CH3:31])[CH:23]=3)[CH2:18][CH2:17]2)=[O:15])=[N:11][C:10]2[C:5](=[CH:6][CH:7]=[CH:8][CH:9]=2)[N:4]=1.[H-].[Na+].[CH2:34](I)[CH2:35][CH3:36]. (9) The reactants are: [Br:1][C:2]1[CH:3]=[C:4]2[C:9](=[CH:10][CH:11]=1)[CH:8]=[N:7][CH:6]=[CH:5]2.[Cl:12]C1C=CC=C(C(OO)=[O:20])C=1.Cl.C(OCC)C. Given the product [ClH:12].[Br:1][C:2]1[CH:3]=[C:4]2[C:9](=[CH:10][CH:11]=1)[CH:8]=[N+:7]([O-:20])[CH:6]=[CH:5]2, predict the reactants needed to synthesize it. (10) Given the product [F:1][C:2]1[CH:12]=[CH:11][CH:10]=[C:9]([F:13])[C:3]=1[C:4]([NH:6][C:7](=[O:8])[N:17]([C:16]1[CH:19]=[CH:20][C:21]([S:24][C:25]([F:31])([F:30])[C:26]([F:27])([F:28])[F:29])=[C:22]([CH3:23])[C:15]=1[CH3:14])[CH3:18])=[O:5], predict the reactants needed to synthesize it. The reactants are: [F:1][C:2]1[CH:12]=[CH:11][CH:10]=[C:9]([F:13])[C:3]=1[C:4]([N:6]=[C:7]=[O:8])=[O:5].[CH3:14][C:15]1[C:22]([CH3:23])=[C:21]([S:24][C:25]([F:31])([F:30])[C:26]([F:29])([F:28])[F:27])[CH:20]=[CH:19][C:16]=1[NH:17][CH3:18].